From a dataset of Full USPTO retrosynthesis dataset with 1.9M reactions from patents (1976-2016). Predict the reactants needed to synthesize the given product. Given the product [Cl:1][CH2:2][C:3]([NH:8][CH2:11][CH2:12][CH2:13][Cl:14])=[O:4], predict the reactants needed to synthesize it. The reactants are: [Cl:1][CH2:2][C:3](Cl)=[O:4].C([N:8]([CH2:11][CH3:12])CC)C.[CH2:13](Cl)[Cl:14].